This data is from Forward reaction prediction with 1.9M reactions from USPTO patents (1976-2016). The task is: Predict the product of the given reaction. (1) Given the reactants Cl.[F:2][C:3]1[CH:8]=[C:7]([F:9])[C:6]([F:10])=[CH:5][C:4]=1[C:11]1[CH:16]=[CH:15][C:14]([O:17][CH2:18][C:19]2[CH:20]=[C:21]([NH2:25])[CH:22]=[CH:23][CH:24]=2)=[CH:13][CH:12]=1.C(N(CC)CC)C.[F:33][C:34]([F:47])([F:46])[S:35](O[S:35]([C:34]([F:47])([F:46])[F:33])(=[O:37])=[O:36])(=[O:37])=[O:36].FC1C=C(F)C(F)=CC=1C1C=CC(OCC2C=C(NS(C)(=O)=O)C=CC=2)=CC=1, predict the reaction product. The product is: [F:33][C:34]([F:47])([F:46])[S:35]([NH:25][C:21]1[CH:22]=[CH:23][CH:24]=[C:19]([CH2:18][O:17][C:14]2[CH:15]=[CH:16][C:11]([C:4]3[CH:5]=[C:6]([F:10])[C:7]([F:9])=[CH:8][C:3]=3[F:2])=[CH:12][CH:13]=2)[CH:20]=1)(=[O:37])=[O:36]. (2) The product is: [CH2:1]([O:3][C:4]([N:6]1[C:15]2[C:10](=[CH:11][C:12]([CH3:17])=[N:13][C:14]=2[CH3:16])[C:9](=[N:21][OH:22])[CH2:8][CH:7]1[CH2:19][CH3:20])=[O:5])[CH3:2]. Given the reactants [CH2:1]([O:3][C:4]([N:6]1[C:15]2[C:10](=[CH:11][C:12]([CH3:17])=[N:13][C:14]=2[CH3:16])[C:9](=O)[CH2:8][CH:7]1[CH2:19][CH3:20])=[O:5])[CH3:2].[NH2:21][OH:22].Cl.N1C=CC=CC=1, predict the reaction product.